The task is: Predict the product of the given reaction.. This data is from Forward reaction prediction with 1.9M reactions from USPTO patents (1976-2016). (1) Given the reactants [CH3:1][C:2]([O:5][C:6]([NH:8][C:9]([N:18]1[CH2:23][CH2:22][N:21](C(OCC2C=CC=CC=2)=O)[CH2:20][CH2:19]1)=[N:10][C:11]([O:13][C:14]([CH3:17])([CH3:16])[CH3:15])=[O:12])=[O:7])([CH3:4])[CH3:3], predict the reaction product. The product is: [CH3:17][C:14]([O:13][C:11](=[O:12])[NH:10][C:9](=[N:8][C:6](=[O:7])[O:5][C:2]([CH3:4])([CH3:3])[CH3:1])[N:18]1[CH2:19][CH2:20][NH:21][CH2:22][CH2:23]1)([CH3:15])[CH3:16]. (2) Given the reactants [H-].[Na+].C(OP([CH2:11][C:12]([O:14][CH2:15][CH3:16])=[O:13])(OCC)=O)C.[CH3:17][C:18]1([CH3:25])[CH2:23][CH2:22][C:21](=O)[CH:20]=[CH:19]1.O, predict the reaction product. The product is: [CH3:17][C:18]1([CH3:25])[CH2:23][CH2:22][C:21](=[CH:11][C:12]([O:14][CH2:15][CH3:16])=[O:13])[CH:20]=[CH:19]1. (3) Given the reactants [NH2:1][C@@H:2]([C:6]([OH:8])=[O:7])[C@H:3]([CH3:5])[OH:4].C([O-])(O)=O.[Na+].[CH2:14]([O:21][C:22](N1C=CC=CC1=O)=[O:23])[CH2:15][CH2:16][CH2:17][CH2:18][CH2:19][CH3:20], predict the reaction product. The product is: [OH:4][C@@H:3]([CH3:5])[C@@H:2]([NH:1][C:22]([O:21][CH2:14][CH2:15][CH2:16][CH2:17][CH2:18][CH2:19][CH3:20])=[O:23])[C:6]([OH:8])=[O:7]. (4) Given the reactants C(OC([N:11]([CH2:32][C:33]1[N:37]([CH2:38][C:39]([OH:41])=[O:40])[C:36]2[CH:42]=[CH:43][C:44]([C:46]#[N:47])=[CH:45][C:35]=2[N:34]=1)[C:12]1[CH:17]=[CH:16][C:15]([O:18][CH:19]2[CH2:24][CH2:23][N:22]([C:25]([O:27][C:28]([CH3:31])([CH3:30])[CH3:29])=[O:26])[CH2:21][CH2:20]2)=[CH:14][CH:13]=1)=O)C1C=CC=CC=1, predict the reaction product. The product is: [C:28]([O:27][C:25]([N:22]1[CH2:23][CH2:24][CH:19]([O:18][C:15]2[CH:14]=[CH:13][C:12]([NH:11][CH2:32][C:33]3[N:37]([CH2:38][C:39]([OH:41])=[O:40])[C:36]4[CH:42]=[CH:43][C:44]([C:46]#[N:47])=[CH:45][C:35]=4[N:34]=3)=[CH:17][CH:16]=2)[CH2:20][CH2:21]1)=[O:26])([CH3:31])([CH3:29])[CH3:30]. (5) Given the reactants [CH2:1]([N:4]1[C:12]2[CH:11]=[CH:10][C:9]([N:13]([CH3:23])[S:14]([C:17]3[CH:22]=[CH:21][CH:20]=[CH:19][CH:18]=3)(=[O:16])=[O:15])=[CH:8][C:7]=2[CH:6]2[CH2:24][N:25](C(OC(C)(C)C)=O)[CH2:26][CH2:27][CH:5]12)[CH:2]=[CH2:3].Cl, predict the reaction product. The product is: [CH2:1]([N:4]1[C:12]2[CH:11]=[CH:10][C:9]([N:13]([CH3:23])[S:14]([C:17]3[CH:22]=[CH:21][CH:20]=[CH:19][CH:18]=3)(=[O:15])=[O:16])=[CH:8][C:7]=2[CH:6]2[CH2:24][NH:25][CH2:26][CH2:27][CH:5]12)[CH:2]=[CH2:3].